Dataset: Forward reaction prediction with 1.9M reactions from USPTO patents (1976-2016). Task: Predict the product of the given reaction. (1) The product is: [CH3:35][O:34][C:31]1[CH:30]=[CH:29][C:28]([CH2:27][CH2:26][N:21]2[CH2:22][CH2:23][CH2:24][CH2:25][C@@H:20]2[CH2:19][N:8]2[C:7]3[CH:6]=[CH:5][CH:4]=[CH:3][C:13]=3[CH2:12][O:11][C:10]3[CH:14]=[CH:15][CH:16]=[CH:17][C:9]2=3)=[CH:33][CH:32]=1. Given the reactants [H-].[Na+].[CH:3]1[C:13]2[CH2:12][O:11][C:10]3[CH:14]=[CH:15][CH:16]=[CH:17][C:9]=3[NH:8][C:7]=2[CH:6]=[CH:5][CH:4]=1.Cl[C@@H:19]1[CH2:25][CH2:24][CH2:23][CH2:22][N:21]([CH2:26][CH2:27][C:28]2[CH:33]=[CH:32][C:31]([O:34][CH3:35])=[CH:30][CH:29]=2)[CH2:20]1, predict the reaction product. (2) The product is: [CH3:26][S:27]([N:30]1[CH2:35][CH2:34][CH:33]([C:36]2[S:37][C:38]([C:41]3[CH:42]=[CH:43][C:44]([NH2:47])=[CH:45][CH:46]=3)=[CH:39][N:40]=2)[CH2:32][CH2:31]1)(=[O:29])=[O:28]. Given the reactants CC1OC(CC2CCC(C3SC(C4C=CC(N)=CC=4)=CN=3)CC2)=NN=1.[CH3:26][S:27]([N:30]1[CH2:35][CH2:34][CH:33]([C:36]2[S:37][C:38]([C:41]3[CH:46]=[CH:45][C:44]([N+:47]([O-])=O)=[CH:43][CH:42]=3)=[CH:39][N:40]=2)[CH2:32][CH2:31]1)(=[O:29])=[O:28], predict the reaction product. (3) Given the reactants [F:1][C:2]1[C:3]([CH2:9][NH:10][C:11]2[C:16]([N+:17]([O-:19])=[O:18])=[CH:15][C:14]([F:20])=[C:13](F)[N:12]=2)=[N:4][CH:5]=[C:6]([F:8])[CH:7]=1.[CH3:22][C:23]1[NH:27][N:26]=[C:25]([NH2:28])[CH:24]=1, predict the reaction product. The product is: [F:1][C:2]1[C:3]([CH2:9][NH:10][C:11]2[N:12]=[C:13]([NH:28][C:25]3[CH:24]=[C:23]([CH3:22])[NH:27][N:26]=3)[C:14]([F:20])=[CH:15][C:16]=2[N+:17]([O-:19])=[O:18])=[N:4][CH:5]=[C:6]([F:8])[CH:7]=1.